Dataset: Catalyst prediction with 721,799 reactions and 888 catalyst types from USPTO. Task: Predict which catalyst facilitates the given reaction. (1) Reactant: [C:1]([C:3]1[CH:8]=[CH:7][C:6]([S:9]([NH:12][C:13]2[CH:18]=[CH:17][CH:16]=[CH:15][C:14]=2[CH3:19])(=[O:11])=[O:10])=[CH:5][CH:4]=1)#[N:2].Cl.[NH2:21][OH:22].C(=O)([O-])O.[Na+]. Product: [OH:22][NH:21][C:1](=[NH:2])[C:3]1[CH:8]=[CH:7][C:6]([S:9](=[O:10])(=[O:11])[NH:12][C:13]2[CH:18]=[CH:17][CH:16]=[CH:15][C:14]=2[CH3:19])=[CH:5][CH:4]=1. The catalyst class is: 8. (2) Reactant: [CH:1]([C:3]1[CH:4]=[N:5][C:6]2[C:11]([CH:12]=1)=[C:10]1[CH:13]=[CH:14][CH:15]=[CH:16][C:9]1=[N:8][C:7]=2[NH2:17])=[CH2:2].[H][H]. Product: [CH2:1]([C:3]1[CH:4]=[N:5][C:6]2[C:11]([CH:12]=1)=[C:10]1[CH:13]=[CH:14][CH:15]=[CH:16][C:9]1=[N:8][C:7]=2[NH2:17])[CH3:2]. The catalyst class is: 407. (3) Reactant: [C:1]1([C:7]2[CH:8]=[N:9][NH:10][C:11]=2[NH2:12])[CH:6]=[CH:5][CH:4]=[CH:3][CH:2]=1.[O:13]1[CH2:18][CH2:17][O:16][C:15]2[CH:19]=[C:20]([C:23](=O)[CH2:24][C:25](OCC)=[O:26])[CH:21]=[CH:22][C:14]1=2. Product: [O:13]1[CH2:18][CH2:17][O:16][C:15]2[CH:19]=[C:20]([C:23]3[NH:12][C:11]4[N:10]([N:9]=[CH:8][C:7]=4[C:1]4[CH:2]=[CH:3][CH:4]=[CH:5][CH:6]=4)[C:25](=[O:26])[CH:24]=3)[CH:21]=[CH:22][C:14]1=2. The catalyst class is: 15. (4) Reactant: [CH3:1][C:2]1([CH3:13])[C:10]2[CH:9]=[N:8][C:7]([S:11][CH3:12])=[N:6][C:5]=2[NH:4][CH2:3]1.[H-].[Na+].[N:16]1[C:25]2[C:20](=[CH:21][CH:22]=[CH:23][C:24]=2[S:26](Cl)(=[O:28])=[O:27])[CH:19]=[CH:18][CH:17]=1.C(OCC)(=O)C.CCCCCC. Product: [CH3:1][C:2]1([CH3:13])[C:10]2[CH:9]=[N:8][C:7]([S:11][CH3:12])=[N:6][C:5]=2[N:4]([S:26]([C:24]2[CH:23]=[CH:22][CH:21]=[C:20]3[C:25]=2[N:16]=[CH:17][CH:18]=[CH:19]3)(=[O:27])=[O:28])[CH2:3]1. The catalyst class is: 3.